From a dataset of Peptide-MHC class I binding affinity with 185,985 pairs from IEDB/IMGT. Regression. Given a peptide amino acid sequence and an MHC pseudo amino acid sequence, predict their binding affinity value. This is MHC class I binding data. (1) The peptide sequence is ALGGSCHTT. The MHC is HLA-A24:03 with pseudo-sequence HLA-A24:03. The binding affinity (normalized) is 0.0847. (2) The peptide sequence is RMYIFFASF. The MHC is HLA-A30:02 with pseudo-sequence HLA-A30:02. The binding affinity (normalized) is 0.341. (3) The peptide sequence is SHLGPQFCK. The MHC is HLA-A33:01 with pseudo-sequence HLA-A33:01. The binding affinity (normalized) is 0.0525. (4) The peptide sequence is ATVKYPNL. The MHC is H-2-Kb with pseudo-sequence H-2-Kb. The binding affinity (normalized) is 0.782. (5) The binding affinity (normalized) is 0.643. The MHC is HLA-A31:01 with pseudo-sequence HLA-A31:01. The peptide sequence is APQFSLWRR. (6) The peptide sequence is LFYFYAYL. The MHC is H-2-Db with pseudo-sequence H-2-Db. The binding affinity (normalized) is 0.0325. (7) The peptide sequence is YFLESNFFI. The MHC is HLA-A02:01 with pseudo-sequence HLA-A02:01. The binding affinity (normalized) is 1.00. (8) The peptide sequence is TMYDKILSY. The MHC is HLA-A03:01 with pseudo-sequence HLA-A03:01. The binding affinity (normalized) is 0.994. (9) The peptide sequence is VNPTLEEML. The MHC is Mamu-A01 with pseudo-sequence Mamu-A01. The binding affinity (normalized) is 0.0744. (10) The peptide sequence is IANTTDHFF. The MHC is HLA-B39:01 with pseudo-sequence HLA-B39:01. The binding affinity (normalized) is 0.0847.